Dataset: Forward reaction prediction with 1.9M reactions from USPTO patents (1976-2016). Task: Predict the product of the given reaction. (1) Given the reactants C(=O)([O-])[O-].[K+].[K+].Br[CH2:8][CH2:9][CH2:10][Cl:11].CN(C)C=O.[OH:17][C:18]1[CH:27]=[CH:26][C:21]([C:22]([O:24][CH3:25])=[O:23])=[CH:20][CH:19]=1, predict the reaction product. The product is: [Cl:11][CH2:10][CH2:9][CH2:8][O:17][C:18]1[CH:19]=[CH:20][C:21]([C:22]([O:24][CH3:25])=[O:23])=[CH:26][CH:27]=1. (2) Given the reactants [F:1][C:2]1[CH:3]=[C:4]2[C:9](=[CH:10][C:11]=1[F:12])[NH:8][CH2:7][CH2:6][CH2:5]2.[Cl:13][C:14]1[CH:38]=[CH:37][C:36]([Cl:39])=[CH:35][C:15]=1[O:16][C:17]1[CH:22]=[CH:21][N:20]=[CH:19][C:18]=1[C:23](N1C2C(=CC=CC=2)CCC1)=[O:24], predict the reaction product. The product is: [Cl:13][C:14]1[CH:38]=[CH:37][C:36]([Cl:39])=[CH:35][C:15]=1[O:16][C:17]1[CH:22]=[CH:21][N:20]=[CH:19][C:18]=1[C:23]([N:8]1[C:9]2[C:4](=[CH:3][C:2]([F:1])=[C:11]([F:12])[CH:10]=2)[CH2:5][CH2:6][CH2:7]1)=[O:24].